Predict which catalyst facilitates the given reaction. From a dataset of Catalyst prediction with 721,799 reactions and 888 catalyst types from USPTO. (1) Reactant: [CH3:1][O:2][C:3]1[CH:13]=[CH:12][C:6]([N:7]([CH3:11])[C:8](=[O:10])[CH3:9])=[CH:5][CH:4]=1.C([N-]C(C)C)(C)C.[Li+].C(NC(C)C)(C)C.C([Li])CCC.[CH2:34]([N:41]1[CH2:46][CH2:45][C:44](=[O:47])[CH2:43][CH2:42]1)[C:35]1[CH:40]=[CH:39][CH:38]=[CH:37][CH:36]=1. Product: [CH3:1][O:2][C:3]1[CH:13]=[CH:12][C:6]([N:7]([CH3:11])[C:8](=[O:10])[CH2:9][C:44]2([OH:47])[CH2:45][CH2:46][N:41]([CH2:34][C:35]3[CH:40]=[CH:39][CH:38]=[CH:37][CH:36]=3)[CH2:42][CH2:43]2)=[CH:5][CH:4]=1. The catalyst class is: 132. (2) Reactant: [C:1]([O:4][CH2:5][CH:6]([O:35][C:36](=[O:38])[CH3:37])[CH2:7][NH:8][C:9](=[O:34])[C:10]1[C:15]([I:16])=[C:14]([C:17](=[O:30])[NH:18][CH2:19][CH:20]([O:26][C:27](=[O:29])[CH3:28])[CH2:21][O:22][C:23](=[O:25])[CH3:24])[C:13]([I:31])=[C:12]([NH2:32])[C:11]=1[I:33])(=[O:3])[CH3:2].[C:39](Cl)(Cl)=[O:40].C1(C)C=CC=CC=1. Product: [C:23]([O:22][CH2:21][CH:20]([O:26][C:27](=[O:29])[CH3:28])[CH2:19][NH:18][C:17](=[O:30])[C:14]1[C:13]([I:31])=[C:12]([N:32]=[C:39]=[O:40])[C:11]([I:33])=[C:10]([C:9](=[O:34])[NH:8][CH2:7][CH:6]([O:35][C:36](=[O:38])[CH3:37])[CH2:5][O:4][C:1](=[O:3])[CH3:2])[C:15]=1[I:16])(=[O:25])[CH3:24]. The catalyst class is: 12. (3) Reactant: [F:1][C:2]1[CH:16]=[CH:15][C:5]([O:6][C:7]2[CH:12]=[CH:11][C:10]([NH:13][CH3:14])=[CH:9][CH:8]=2)=[CH:4][CH:3]=1.C(Cl)(Cl)=O.C1(C)C=CC=CC=1.ClC1C=CC=CC=1C(N1CC2CC1CN2)C.C(O[C:49]([N:51]1[CH2:56][CH:55]2[CH2:57][CH:52]1[CH2:53][N:54]2[CH:58]([C:60]1[CH:65]=[CH:64][CH:63]=[CH:62][C:61]=1[Cl:66])[CH3:59])=[O:50])(C)(C)C.C(N(CC)CC)C. Product: [F:1][C:2]1[CH:16]=[CH:15][C:5]([O:6][C:7]2[CH:12]=[CH:11][C:10]([N:13]([CH3:14])[C:49]([N:51]3[CH2:56][CH:55]4[CH2:57][CH:52]3[CH2:53][N:54]4[CH:58]([C:60]3[CH:65]=[CH:64][CH:63]=[CH:62][C:61]=3[Cl:66])[CH3:59])=[O:50])=[CH:9][CH:8]=2)=[CH:4][CH:3]=1. The catalyst class is: 2. (4) Reactant: [CH:1]#[C:2][CH2:3][CH2:4][CH3:5].C([Li])CCC.Br[C:12]1[S:13][CH:14]=[CH:15][CH:16]=1. The catalyst class is: 530. Product: [C:1]([C:12]1[S:13][CH:14]=[CH:15][CH:16]=1)#[C:2][CH2:3][CH2:4][CH3:5]. (5) Reactant: [NH:1]([C:21]([O:23][C:24]([CH3:27])([CH3:26])[CH3:25])=[O:22])[C@H:2]([C:18]([OH:20])=O)[CH2:3][CH2:4][CH2:5][CH2:6][NH:7][C:8]([O:10][CH2:11][C:12]1[CH:17]=[CH:16][CH:15]=[CH:14][CH:13]=1)=[O:9].CCN(C(C)C)C(C)C.CN(C(ON1N=NC2C=CC=CC1=2)=[N+](C)C)C.[B-](F)(F)(F)F.C1C=CC2N(O)N=NC=2C=1.[N:69]1[CH:74]=[CH:73][C:72]([N:75]2[CH2:80][CH2:79][NH:78][CH2:77][CH2:76]2)=[CH:71][CH:70]=1. Product: [CH3:25][C:24]([CH3:27])([O:23][C:21]([NH:1][C@H:2]([C:18]([N:78]1[CH2:79][CH2:80][N:75]([C:72]2[CH:73]=[CH:74][N:69]=[CH:70][CH:71]=2)[CH2:76][CH2:77]1)=[O:20])[CH2:3][CH2:4][CH2:5][CH2:6][NH:7][C:8]([O:10][CH2:11][C:12]1[CH:13]=[CH:14][CH:15]=[CH:16][CH:17]=1)=[O:9])=[O:22])[CH3:26]. The catalyst class is: 3.